Dataset: Full USPTO retrosynthesis dataset with 1.9M reactions from patents (1976-2016). Task: Predict the reactants needed to synthesize the given product. Given the product [CH3:10][C:8]([NH:11][CH3:19])([CH3:9])[CH2:7][O:6][C:5]1[CH:4]=[CH:3][C:2]([B:25]2[O:26][C:27]([CH3:29])([CH3:28])[C:23]([CH3:38])([CH3:22])[O:24]2)=[CH:21][CH:20]=1, predict the reactants needed to synthesize it. The reactants are: Br[C:2]1[CH:21]=[CH:20][C:5]([O:6][CH2:7][C:8]([N:11]([CH3:19])C(=O)OC(C)(C)C)([CH3:10])[CH3:9])=[CH:4][CH:3]=1.[CH3:22][C:23]1([CH3:38])[C:27]([CH3:29])([CH3:28])[O:26][B:25](B2OC(C)(C)C(C)O2)[O:24]1.C([O-])(=O)C.[K+].